This data is from TCR-epitope binding with 47,182 pairs between 192 epitopes and 23,139 TCRs. The task is: Binary Classification. Given a T-cell receptor sequence (or CDR3 region) and an epitope sequence, predict whether binding occurs between them. (1) The epitope is RTLNAWVKV. The TCR CDR3 sequence is CASSDCGDTYEQYF. Result: 0 (the TCR does not bind to the epitope). (2) The epitope is TSNQVAVLY. The TCR CDR3 sequence is CASSQDKGVAADTQYF. Result: 1 (the TCR binds to the epitope). (3) The epitope is HLVDFQVTI. The TCR CDR3 sequence is CASSIGTGGAFGELFF. Result: 1 (the TCR binds to the epitope). (4) The epitope is QARQMVQAMRTIGTHP. The TCR CDR3 sequence is CASSFGSYNEQFF. Result: 1 (the TCR binds to the epitope). (5) The epitope is KRWIILGLNK. The TCR CDR3 sequence is CSARDLGLAGDTDTQYF. Result: 1 (the TCR binds to the epitope). (6) The epitope is FLNGSCGSV. The TCR CDR3 sequence is CAISSGDTGELFF. Result: 1 (the TCR binds to the epitope). (7) The epitope is YLNTLTLAV. The TCR CDR3 sequence is CASSQDPLAGGPGEQYF. Result: 1 (the TCR binds to the epitope). (8) The epitope is QVPLRPMTYK. The TCR CDR3 sequence is CASSGGAHFSKIPLAGYNEQFF. Result: 1 (the TCR binds to the epitope).